Regression/Classification. Given a drug SMILES string, predict its toxicity properties. Task type varies by dataset: regression for continuous values (e.g., LD50, hERG inhibition percentage) or binary classification for toxic/non-toxic outcomes (e.g., AMES mutagenicity, cardiotoxicity, hepatotoxicity). Dataset: ld50_zhu. From a dataset of Acute oral toxicity (LD50) regression data from Zhu et al.. (1) The compound is NS(=O)(=O)CCl. The rat oral LD50 is 1.33, given as -log10 of the dose in mol/kg body weight (higher means more acutely toxic). (2) The molecule is CN(C)CCOCCN(C)C. The rat oral LD50 is 2.17, given as -log10 of the dose in mol/kg body weight (higher means more acutely toxic). (3) The molecule is C=C(C)C(=O)Nc1ccc(Cl)c(Cl)c1. The rat oral LD50 is 2.11, given as -log10 of the dose in mol/kg body weight (higher means more acutely toxic). (4) The drug is CC(=O)OC1(C)CCC23CC1C(C)(C)C2CCC3C. The rat oral LD50 is 0.771, given as -log10 of the dose in mol/kg body weight (higher means more acutely toxic). (5) The compound is CC(=O)OC1c2c(ccc3ccc(=O)oc23)OC(C)(C)C1OC(=O)C=C(C)C. The rat oral LD50 is 2.67, given as -log10 of the dose in mol/kg body weight (higher means more acutely toxic). (6) The molecule is c1ccc2sc(SN3CCOCC3)nc2c1. The rat oral LD50 is 2.10, given as -log10 of the dose in mol/kg body weight (higher means more acutely toxic). (7) The compound is CCCN=C(NCCC)C(OCC)c1ccccc1. The rat oral LD50 is 3.44, given as -log10 of the dose in mol/kg body weight (higher means more acutely toxic). (8) The compound is CCCOC(=O)CC. The rat oral LD50 is 1.05, given as -log10 of the dose in mol/kg body weight (higher means more acutely toxic). (9) The compound is COC(COC(N)=O)C1=C(N2CC2)C(=O)C(C)=C(N2CC2)C1=O. The rat oral LD50 is 4.07, given as -log10 of the dose in mol/kg body weight (higher means more acutely toxic). (10) The drug is Cc1ccc2ccccc2c1N. The rat oral LD50 is 2.40, given as -log10 of the dose in mol/kg body weight (higher means more acutely toxic).